From a dataset of Peptide-MHC class I binding affinity with 185,985 pairs from IEDB/IMGT. Regression. Given a peptide amino acid sequence and an MHC pseudo amino acid sequence, predict their binding affinity value. This is MHC class I binding data. (1) The peptide sequence is RTSKTSLER. The MHC is HLA-B07:02 with pseudo-sequence HLA-B07:02. The binding affinity (normalized) is 0. (2) The peptide sequence is TRQQTSFPF. The MHC is HLA-A01:01 with pseudo-sequence HLA-A01:01. The binding affinity (normalized) is 0.213. (3) The peptide sequence is MVIFRLMRT. The MHC is HLA-A03:01 with pseudo-sequence HLA-A03:01. The binding affinity (normalized) is 0. (4) The peptide sequence is SQFNHWFGE. The MHC is HLA-A02:16 with pseudo-sequence HLA-A02:16. The binding affinity (normalized) is 0.0847. (5) The peptide sequence is YQEPPAHGL. The MHC is HLA-B44:02 with pseudo-sequence HLA-B44:02. The binding affinity (normalized) is 0.213. (6) The peptide sequence is YTLNNGGAF. The MHC is HLA-B15:01 with pseudo-sequence HLA-B15:01. The binding affinity (normalized) is 0.622. (7) The peptide sequence is RISGVDRYY. The MHC is Patr-B0101 with pseudo-sequence Patr-B0101. The binding affinity (normalized) is 0.